Dataset: Catalyst prediction with 721,799 reactions and 888 catalyst types from USPTO. Task: Predict which catalyst facilitates the given reaction. Reactant: [CH3:1][NH:2][C:3]1[CH:8]=[CH:7][CH:6]=[C:5]([C:9]2[CH2:13][C:12]([C:18]3[CH:23]=[C:22]([Cl:24])[CH:21]=[C:20]([Cl:25])[CH:19]=3)([C:14]([F:17])([F:16])[F:15])[O:11][N:10]=2)[CH:4]=1.Cl.[N:27]([O-])=[O:28].[Na+].C(=O)(O)[O-].[Na+]. Product: [CH3:1][N:2]([N:27]=[O:28])[C:3]1[CH:8]=[CH:7][CH:6]=[C:5]([C:9]2[CH2:13][C:12]([C:18]3[CH:19]=[C:20]([Cl:25])[CH:21]=[C:22]([Cl:24])[CH:23]=3)([C:14]([F:17])([F:15])[F:16])[O:11][N:10]=2)[CH:4]=1. The catalyst class is: 30.